From a dataset of Reaction yield outcomes from USPTO patents with 853,638 reactions. Predict the reaction yield, written as a fraction of the theoretical maximum amount of product (1.0 means a 100% yield; for example, 0.34 means a 34% yield). (1) The reactants are [CH:1]([C:4]1[CH:5]=[C:6]([CH:10]=[C:11]([CH:15]([CH3:17])[CH3:16])[C:12]=1[O:13][CH3:14])[C:7]([OH:9])=O)([CH3:3])[CH3:2].C(Cl)(=O)C(Cl)=O.[Sn](Cl)(Cl)(Cl)Cl.[Br:29][C:30]1[CH:31]=[C:32]([CH:41]=[CH:42][CH:43]=1)[CH2:33][C:34]1[O:35][C:36]([CH3:40])=[C:37]([CH3:39])[CH:38]=1. The catalyst is CN(C)C=O.C(Cl)Cl. The product is [Br:29][C:30]1[CH:31]=[C:32]([CH:41]=[CH:42][CH:43]=1)[CH2:33][C:34]1[O:35][C:36]([CH3:40])=[C:37]([CH3:39])[C:38]=1[C:7]([C:6]1[CH:10]=[C:11]([CH:15]([CH3:17])[CH3:16])[C:12]([O:13][CH3:14])=[C:4]([CH:1]([CH3:2])[CH3:3])[CH:5]=1)=[O:9]. The yield is 0.650. (2) The reactants are Br[CH2:2][CH2:3][O:4][C:5]1[CH:6]=[C:7]2[C:11](=[CH:12][CH:13]=1)[N:10]([C:14]1[CH:19]=[CH:18][CH:17]=[C:16]([I:20])[CH:15]=1)[N:9]=[C:8]2[C:21]([NH2:23])=[O:22].C([N:27]([CH2:31][CH3:32])[CH:28](C)C)(C)C.N1CCC1. The catalyst is C(#N)C. The product is [N:27]1([CH2:2][CH2:3][O:4][C:5]2[CH:6]=[C:7]3[C:11](=[CH:12][CH:13]=2)[N:10]([C:14]2[CH:19]=[CH:18][CH:17]=[C:16]([I:20])[CH:15]=2)[N:9]=[C:8]3[C:21]([NH2:23])=[O:22])[CH2:28][CH2:32][CH2:31]1. The yield is 0.390. (3) The reactants are C([O:3][C:4](=O)[CH2:5][CH2:6][CH2:7][C:8]1[CH:13]=[C:12]([F:14])[CH:11]=[CH:10][C:9]=1[O:15][CH3:16])C.CC(C[AlH]CC(C)C)C.CO.Cl. The catalyst is C1(C)C=CC=CC=1. The product is [F:14][C:12]1[CH:11]=[CH:10][C:9]([O:15][CH3:16])=[C:8]([CH2:7][CH2:6][CH2:5][CH:4]=[O:3])[CH:13]=1. The yield is 0.700. (4) The reactants are P(F)(F)(F)(F)F.N1(OC(N(C)C)=[N+](C)C)C2N=CC=CC=2N=N1.C(N(C(C)C)CC)(C)C.[CH2:33]1[C:41]2[C:36](=[CH:37][CH:38]=[CH:39][CH:40]=2)[CH2:35][NH:34]1.[F:42][C:43]1[CH:51]=[C:47]([C:48](O)=[O:49])[C:46]([OH:52])=[CH:45][CH:44]=1.C([O-])(O)=O.[Na+]. The catalyst is CN(C=O)C.CCOC(C)=O. The product is [CH2:33]1[C:41]2[C:36](=[CH:37][CH:38]=[CH:39][CH:40]=2)[CH2:35][N:34]1[C:48]([C:47]1[CH:51]=[C:43]([F:42])[CH:44]=[CH:45][C:46]=1[OH:52])=[O:49]. The yield is 0.910. (5) The reactants are [NH2:1][C:2]1[N:7]=[CH:6][N:5]=[C:4]2[N:8]([C@@H:25]3[CH2:30][CH2:29][CH2:28][N:27](C(OC(C)(C)C)=O)[CH2:26]3)[N:9]=[C:10]([C:11]3[CH:16]=[CH:15][C:14]([O:17][C:18]4[CH:23]=[CH:22][CH:21]=[C:20]([F:24])[CH:19]=4)=[CH:13][CH:12]=3)[C:3]=12.FC(F)(F)C(O)=O. The catalyst is ClCCl. The product is [F:24][C:20]1[CH:19]=[C:18]([CH:23]=[CH:22][CH:21]=1)[O:17][C:14]1[CH:15]=[CH:16][C:11]([C:10]2[C:3]3[C:4](=[N:5][CH:6]=[N:7][C:2]=3[NH2:1])[N:8]([C@@H:25]3[CH2:30][CH2:29][CH2:28][NH:27][CH2:26]3)[N:9]=2)=[CH:12][CH:13]=1. The yield is 0.860. (6) The reactants are Cl.[Cl:2][C:3]1[CH:16]=[CH:15][C:6]([C:7](N2CCCCC2)=[O:8])=[CH:5][CH:4]=1.Cl[C:18]1[N:23]([CH3:24])[C:22](=[O:25])[CH:21]=[C:20]([C:26]2[CH:31]=[CH:30][N:29]=[CH:28][CH:27]=2)[N:19]=1.C([N:34]([CH2:37][CH3:38])[CH2:35][CH3:36])C.O.[CH3:40]N(C)C=O. No catalyst specified. The product is [Cl:2][C:3]1[CH:4]=[CH:5][C:6]([C:7]([CH:40]2[CH2:36][CH2:35][N:34]([C:18]3[N:23]([CH3:24])[C:22](=[O:25])[CH:21]=[C:20]([C:26]4[CH:31]=[CH:30][N:29]=[CH:28][CH:27]=4)[N:19]=3)[CH2:37][CH2:38]2)=[O:8])=[CH:15][CH:16]=1. The yield is 0.860. (7) The reactants are [N+:1]([C:4]1[CH:12]=[C:11]2[C:7]([CH2:8][CH2:9][C:10]2=O)=[CH:6][C:5]=1[NH:14][C:15](=[O:23])[CH2:16][CH2:17][CH:18]1[CH2:22][CH2:21][CH2:20][CH2:19]1)([O-:3])=[O:2].[F:24][C:25]([F:34])([F:33])[C:26]1[CH:32]=[CH:31][C:29]([NH2:30])=[CH:28][CH:27]=1.[B][B][B][B][B][B][B][B][B][B]. The catalyst is CO. The product is [N+:1]([C:4]1[CH:12]=[C:11]2[C:7]([CH2:8][CH2:9][CH:10]2[NH:30][C:29]2[CH:31]=[CH:32][C:26]([C:25]([F:24])([F:33])[F:34])=[CH:27][CH:28]=2)=[CH:6][C:5]=1[NH:14][C:15](=[O:23])[CH2:16][CH2:17][CH:18]1[CH2:22][CH2:21][CH2:20][CH2:19]1)([O-:3])=[O:2]. The yield is 0.900. (8) The reactants are [N+:1]([O-:4])(O)=[O:2].[CH3:5][O:6][C:7](=[O:16])[C:8]1[CH:13]=[CH:12][C:11]([OH:14])=[C:10]([Cl:15])[CH:9]=1. The catalyst is C(OCC)C. The yield is 1.00. The product is [CH3:5][O:6][C:7](=[O:16])[C:8]1[CH:13]=[C:12]([N+:1]([O-:4])=[O:2])[C:11]([OH:14])=[C:10]([Cl:15])[CH:9]=1. (9) The reactants are [F:1][C:2]1[CH:22]=[CH:21][C:5]([CH2:6][NH:7][C:8]2[N:9]=[CH:10][CH:11]=[C:12]3[CH:16]=[C:15]([CH3:17])[N:14]([CH2:18][CH2:19][CH3:20])[C:13]=23)=[C:4]([CH3:23])[CH:3]=1.S(Cl)([Cl:27])(=O)=O.C(=O)([O-])O.[Na+]. The catalyst is C(OCC)C. The product is [Cl:27][C:16]1[C:12]2[C:13](=[C:8]([NH:7][CH2:6][C:5]3[CH:21]=[CH:22][C:2]([F:1])=[CH:3][C:4]=3[CH3:23])[N:9]=[CH:10][CH:11]=2)[N:14]([CH2:18][CH2:19][CH3:20])[C:15]=1[CH3:17]. The yield is 0.830.